From a dataset of Full USPTO retrosynthesis dataset with 1.9M reactions from patents (1976-2016). Predict the reactants needed to synthesize the given product. The reactants are: C([O:9][CH2:10][C@@H:11]1[C@@H:15]([O:16]C(=O)C2C=CC=CC=2)[C@:14]([F:26])([CH3:25])[C@H:13]([N:27]2[C:31]3[N:32]=[CH:33][N:34]=[C:35](Cl)[C:30]=3[C:29]([Br:37])=[CH:28]2)[O:12]1)(=O)C1C=CC=CC=1.C([O:46][CH2:47][C@@H:48]1[C@@H:52]([O:53]C(=O)C2C=CC=CC=2)[C@:51]([F:63])([CH3:62])[C@@H:50]([N:64]2[C:68]3[N:69]=[CH:70][N:71]=[C:72](Cl)[C:67]=3[C:66]([Br:74])=[CH:65]2)[O:49]1)(=O)C1C=CC=CC=1.[NH3:75]. Given the product [NH2:64][C:35]1[C:30]2[C:29]([Br:37])=[CH:28][N:27]([C@H:13]3[O:12][C@H:11]([CH2:10][OH:9])[C@@H:15]([OH:16])[C@:14]3([F:26])[CH3:25])[C:31]=2[N:32]=[CH:33][N:34]=1.[NH2:75][C:72]1[C:67]2[C:66]([Br:74])=[CH:65][N:64]([C@@H:50]3[O:49][C@H:48]([CH2:47][OH:46])[C@@H:52]([OH:53])[C@:51]3([F:63])[CH3:62])[C:68]=2[N:69]=[CH:70][N:71]=1, predict the reactants needed to synthesize it.